Dataset: NCI-60 drug combinations with 297,098 pairs across 59 cell lines. Task: Regression. Given two drug SMILES strings and cell line genomic features, predict the synergy score measuring deviation from expected non-interaction effect. (1) Drug 1: C1CCC(C1)C(CC#N)N2C=C(C=N2)C3=C4C=CNC4=NC=N3. Drug 2: C1=NC2=C(N=C(N=C2N1C3C(C(C(O3)CO)O)F)Cl)N. Cell line: NCI/ADR-RES. Synergy scores: CSS=24.5, Synergy_ZIP=-2.45, Synergy_Bliss=-7.56, Synergy_Loewe=-30.7, Synergy_HSA=-7.45. (2) Drug 1: CCCCCOC(=O)NC1=NC(=O)N(C=C1F)C2C(C(C(O2)C)O)O. Drug 2: C(CC(=O)O)C(=O)CN.Cl. Cell line: OVCAR-4. Synergy scores: CSS=0.0475, Synergy_ZIP=0.565, Synergy_Bliss=-1.88, Synergy_Loewe=-8.18, Synergy_HSA=-7.81. (3) Drug 1: CCC1(C2=C(COC1=O)C(=O)N3CC4=CC5=C(C=CC(=C5CN(C)C)O)N=C4C3=C2)O.Cl. Drug 2: B(C(CC(C)C)NC(=O)C(CC1=CC=CC=C1)NC(=O)C2=NC=CN=C2)(O)O. Cell line: HCT116. Synergy scores: CSS=47.4, Synergy_ZIP=-5.80, Synergy_Bliss=-8.06, Synergy_Loewe=-6.58, Synergy_HSA=-3.32.